Dataset: Full USPTO retrosynthesis dataset with 1.9M reactions from patents (1976-2016). Task: Predict the reactants needed to synthesize the given product. (1) Given the product [CH2:24]([C:13]1([CH2:22][CH3:23])[C:12]2[CH:11]=[C:10]3[NH:26][C:7]([C:3]4[C:2]([NH:1][C:31]([C:28]5([CH3:27])[CH2:30][CH2:29]5)=[O:32])=[CH:6][NH:5][N:4]=4)=[N:8][C:9]3=[CH:17][C:16]=2[N:15]([CH:18]([CH3:20])[CH3:19])[C:14]1=[O:21])[CH3:25], predict the reactants needed to synthesize it. The reactants are: [NH2:1][C:2]1[C:3]([C:7]2[NH:26][C:10]3=[CH:11][C:12]4[C:13]([CH2:24][CH3:25])([CH2:22][CH3:23])[C:14](=[O:21])[N:15]([CH:18]([CH3:20])[CH3:19])[C:16]=4[CH:17]=[C:9]3[N:8]=2)=[N:4][NH:5][CH:6]=1.[CH3:27][C:28]1([C:31](O)=[O:32])[CH2:30][CH2:29]1. (2) Given the product [CH2:32]([O:34][C:35](=[O:40])[CH2:36][C:37]([NH:66][C:63]1([C:61](=[O:62])[NH:60][CH2:59][C:58]2[CH:57]=[CH:56][C:55]([O:54][C:53]3[CH:69]=[CH:70][C:50]([O:49][CH3:48])=[CH:51][C:52]=3[C:71]([F:73])([F:74])[F:72])=[CH:68][CH:67]=2)[CH2:65][CH2:64]1)=[O:39])[CH3:33], predict the reactants needed to synthesize it. The reactants are: CCN(C(C)C)C(C)C.CN(C(ON1N=NC2C=CC=CC1=2)=[N+](C)C)C.[B-](F)(F)(F)F.[CH2:32]([O:34][C:35](=[O:40])[CH2:36][C:37]([O-:39])=O)[CH3:33].FC(F)(F)C(O)=O.[CH3:48][O:49][C:50]1[CH:70]=[CH:69][C:53]([O:54][C:55]2[CH:68]=[CH:67][C:58]([CH2:59][NH:60][C:61]([C:63]3([NH2:66])[CH2:65][CH2:64]3)=[O:62])=[CH:57][CH:56]=2)=[C:52]([C:71]([F:74])([F:73])[F:72])[CH:51]=1. (3) Given the product [CH2:18]([C:13]1[C:12]([CH2:11][O:10][C:7]2[CH:8]=[CH:9][C:4]([C:3]([NH:23][N:24]3[CH2:28][CH2:27][CH2:26][CH2:25]3)=[O:22])=[CH:5][N:6]=2)=[C:16]([CH3:17])[O:15][N:14]=1)[CH2:19][CH2:20][CH3:21], predict the reactants needed to synthesize it. The reactants are: CO[C:3](=[O:22])[C:4]1[CH:9]=[CH:8][C:7]([O:10][CH2:11][C:12]2[C:13]([CH2:18][CH2:19][CH2:20][CH3:21])=[N:14][O:15][C:16]=2[CH3:17])=[N:6][CH:5]=1.[NH2:23][N:24]1[CH2:28][CH2:27][CH2:26][CH2:25]1.